Dataset: Catalyst prediction with 721,799 reactions and 888 catalyst types from USPTO. Task: Predict which catalyst facilitates the given reaction. Reactant: [O:1]=[C:2]1[N:6]([CH2:7][C:8]([OH:10])=O)[C:5]2[CH:11]=[CH:12][CH:13]=[CH:14][C:4]=2[N:3]1[C:15]1[CH:20]=[CH:19][CH:18]=[CH:17][N:16]=1.[NH2:21][C:22]1[CH:23]=[C:24]2[CH2:39][C:29]3([C:37]4[C:32](=[N:33][CH:34]=[CH:35][CH:36]=4)[NH:31][C:30]3=[O:38])[CH2:28][C:25]2=[N:26][CH:27]=1.C1CN(C(Cl)=[N+]2CCCC2)CC1.F[P-](F)(F)(F)(F)F.C(N(CC)C(C)C)(C)C. Product: [O:1]=[C:2]1[N:6]([CH2:7][C:8]([NH:21][C:22]2[CH:23]=[C:24]3[CH2:39][C:29]4([C:37]5[C:32](=[N:33][CH:34]=[CH:35][CH:36]=5)[NH:31][C:30]4=[O:38])[CH2:28][C:25]3=[N:26][CH:27]=2)=[O:10])[C:5]2[CH:11]=[CH:12][CH:13]=[CH:14][C:4]=2[N:3]1[C:15]1[CH:20]=[CH:19][CH:18]=[CH:17][N:16]=1. The catalyst class is: 1.